Dataset: Aqueous solubility values for 9,982 compounds from the AqSolDB database. Task: Regression/Classification. Given a drug SMILES string, predict its absorption, distribution, metabolism, or excretion properties. Task type varies by dataset: regression for continuous measurements (e.g., permeability, clearance, half-life) or binary classification for categorical outcomes (e.g., BBB penetration, CYP inhibition). For this dataset (solubility_aqsoldb), we predict Y. (1) The molecule is CCC(O)CNCC(O)CC. The Y is 0.792 log mol/L. (2) The compound is O=C(O)/C=C(\CC(=O)O)C(=O)O. The Y is 0.361 log mol/L.